Dataset: Reaction yield outcomes from USPTO patents with 853,638 reactions. Task: Predict the reaction yield, written as a fraction of the theoretical maximum amount of product (1.0 means a 100% yield; for example, 0.34 means a 34% yield). (1) The reactants are C[O:2][C:3]([C:5]1[CH:13]=[C:12]2[C:8]([C:9]([CH:32]3[CH2:37][CH2:36][CH2:35][CH2:34][CH2:33]3)=[C:10]([C:23]3[CH:28]=[CH:27][C:26]([NH2:29])=[C:25]([CH:30]=O)[CH:24]=3)[N:11]2[CH2:14][C:15]([N:17]2[CH2:22][CH2:21][O:20][CH2:19][CH2:18]2)=[O:16])=[CH:7][CH:6]=1)=[O:4].[F:38][C:39]1[CH:40]=[C:41]([C:47](=O)[CH3:48])[CH:42]=[CH:43][C:44]=1[O:45][CH3:46]. No catalyst specified. The product is [CH:32]1([C:9]2[C:8]3[C:12](=[CH:13][C:5]([C:3]([OH:4])=[O:2])=[CH:6][CH:7]=3)[N:11]([CH2:14][C:15]([N:17]3[CH2:18][CH2:19][O:20][CH2:21][CH2:22]3)=[O:16])[C:10]=2[C:23]2[CH:24]=[C:25]3[C:26](=[CH:27][CH:28]=2)[N:29]=[C:47]([C:41]2[CH:42]=[CH:43][C:44]([O:45][CH3:46])=[C:39]([F:38])[CH:40]=2)[CH:48]=[CH:30]3)[CH2:37][CH2:36][CH2:35][CH2:34][CH2:33]1. The yield is 0.120. (2) The catalyst is C(Cl)Cl.O. The yield is 0.480. The reactants are Cl.[O:2]=[S:3]1(=[O:9])[CH2:7][CH2:6][CH:5]([NH2:8])[CH2:4]1.[Br:10][C:11]1[S:15][C:14]([S:16](Cl)(=[O:18])=[O:17])=[CH:13][CH:12]=1.Cl. The product is [Br:10][C:11]1[S:15][C:14]([S:16]([NH:8][CH:5]2[CH2:6][CH2:7][S:3](=[O:9])(=[O:2])[CH2:4]2)(=[O:18])=[O:17])=[CH:13][CH:12]=1. (3) The reactants are [K].[CH3:2][CH:3]([CH3:5])[O-:4].[K+].[Br:7][C:8]1[CH:9]=[N:10][CH:11]=[C:12](Br)[CH:13]=1. The catalyst is CC(O)C.[Cu]. The product is [CH:3]([O:4][C:12]1[CH:13]=[C:8]([Br:7])[CH:9]=[N:10][CH:11]=1)([CH3:5])[CH3:2]. The yield is 0.712. (4) The reactants are [CH2:1]([C:3]1[O:4][C:5]([C:9]([NH:11][C:12]2[CH:17]=[CH:16][C:15]([C:18]3[CH:23]=[CH:22][C:21]([C:24]45[CH2:31][CH2:30][C:27]([CH2:32][C:33]([O:35]C)=[O:34])([CH2:28][CH2:29]4)[CH2:26][O:25]5)=[CH:20][CH:19]=3)=[CH:14][CH:13]=2)=[O:10])=[C:6]([CH3:8])[N:7]=1)[CH3:2].O.[OH-].[Li+].O1CCCC1.C(O)C. The catalyst is O. The product is [CH2:1]([C:3]1[O:4][C:5]([C:9]([NH:11][C:12]2[CH:13]=[CH:14][C:15]([C:18]3[CH:23]=[CH:22][C:21]([C:24]45[CH2:29][CH2:28][C:27]([CH2:32][C:33]([OH:35])=[O:34])([CH2:30][CH2:31]4)[CH2:26][O:25]5)=[CH:20][CH:19]=3)=[CH:16][CH:17]=2)=[O:10])=[C:6]([CH3:8])[N:7]=1)[CH3:2]. The yield is 0.410. (5) The reactants are I[C:2]1[CH:3]=[C:4]([CH:8]=[C:9]([N+:11]([O-:13])=[O:12])[CH:10]=1)[C:5]([OH:7])=[O:6].B(O)(O)[C:15]1[CH:16]=[CH:17][C:18]([CH3:21])=[CH:19][CH:20]=1.C([O-])([O-])=O.[Cs+].[Cs+].[OH-].[Na+]. The catalyst is C1(C)C=CC=CC=1.C(O)C.O.C1C=CC([P]([Pd]([P](C2C=CC=CC=2)(C2C=CC=CC=2)C2C=CC=CC=2)([P](C2C=CC=CC=2)(C2C=CC=CC=2)C2C=CC=CC=2)[P](C2C=CC=CC=2)(C2C=CC=CC=2)C2C=CC=CC=2)(C2C=CC=CC=2)C2C=CC=CC=2)=CC=1. The product is [CH3:21][C:18]1[CH:19]=[CH:20][C:15]([C:2]2[CH:10]=[C:9]([N+:11]([O-:13])=[O:12])[CH:8]=[C:4]([C:5]([OH:7])=[O:6])[CH:3]=2)=[CH:16][CH:17]=1. The yield is 0.972. (6) The reactants are [OH:1][CH2:2][CH2:3][CH2:4][C:5]([C:7]1[CH:12]=[CH:11][CH:10]=[CH:9][CH:8]=1)=[O:6].[C:13]([Si:17](Cl)([CH3:19])[CH3:18])([CH3:16])([CH3:15])[CH3:14].N1C=CN=C1. The catalyst is CN(C=O)C.C(OCC)C. The product is [Si:17]([O:1][CH2:2][CH2:3][CH2:4][C:5]([C:7]1[CH:12]=[CH:11][CH:10]=[CH:9][CH:8]=1)=[O:6])([C:13]([CH3:16])([CH3:15])[CH3:14])([CH3:19])[CH3:18]. The yield is 0.900.